Task: Predict the reactants needed to synthesize the given product.. Dataset: Full USPTO retrosynthesis dataset with 1.9M reactions from patents (1976-2016) (1) Given the product [CH3:15][CH:14]([O:17][C:2]1[N:7]=[CH:6][N:5]=[C:4]([C:8]([NH:10][C:11]2[CH:16]=[CH:15][C:14]([OH:17])=[CH:13][C:12]=2[CH3:18])=[O:9])[CH:3]=1)[CH2:13][CH3:12], predict the reactants needed to synthesize it. The reactants are: Cl[C:2]1[N:7]=[CH:6][N:5]=[C:4]([C:8]([NH:10][C:11]2[CH:16]=[CH:15][C:14]([OH:17])=[CH:13][C:12]=2[CH3:18])=[O:9])[CH:3]=1. (2) The reactants are: [CH2:1]([O:8][C:9]1[CH:14]=[C:13](I)[CH:12]=[CH:11][C:10]=1[N:16]1[S:20](=[O:22])(=[O:21])[NH:19][C:18](=[O:23])[CH2:17]1)[C:2]1[CH:7]=[CH:6][CH:5]=[CH:4][CH:3]=1.[O:24]1[CH:28]=[CH:27][C:26](B(O)O)=[CH:25]1.P([O-])([O-])([O-])=O.[K+].[K+].[K+].CCOC(C)=O. Given the product [CH2:1]([O:8][C:9]1[CH:14]=[C:13]([C:26]2[CH:27]=[CH:28][O:24][CH:25]=2)[CH:12]=[CH:11][C:10]=1[N:16]1[S:20](=[O:22])(=[O:21])[NH:19][C:18](=[O:23])[CH2:17]1)[C:2]1[CH:7]=[CH:6][CH:5]=[CH:4][CH:3]=1, predict the reactants needed to synthesize it. (3) Given the product [F:1][C:2]1[CH:3]=[CH:4][C:5]2[S:9][CH:8]=[CH:7][C:6]=2[C:13]=1[O:14][CH3:15], predict the reactants needed to synthesize it. The reactants are: [F:1][C:2]1[CH:3]=[CH:4][C:5]2[S:9][C:8](C(O)=O)=[CH:7][C:6]=2[C:13]=1[O:14][CH3:15].C1CCN2C(=NCCC2)CC1. (4) The reactants are: [CH2:1]([O:8][C:9]1[CH:14]=[CH:13][C:12]([C:15]2[CH:20]=[CH:19][N:18]=[C:17](SC)[N:16]=2)=[CH:11][CH:10]=1)[C:2]1[CH:7]=[CH:6][CH:5]=[CH:4][CH:3]=1.Cl[C:24]1C=CC=C(C(OO)=O)C=1.[S:34]([O-:38])([O-])(=[O:36])=S.[Na+].[Na+]. Given the product [CH2:1]([O:8][C:9]1[CH:14]=[CH:13][C:12]([C:15]2[CH:20]=[CH:19][N:18]=[C:17]([S:34]([CH3:24])(=[O:38])=[O:36])[N:16]=2)=[CH:11][CH:10]=1)[C:2]1[CH:3]=[CH:4][CH:5]=[CH:6][CH:7]=1, predict the reactants needed to synthesize it. (5) Given the product [F:13][C:2]([F:1])([F:12])[CH2:3][CH:4]1[CH2:5][NH:6][CH2:7][CH2:8][NH:9]1, predict the reactants needed to synthesize it. The reactants are: [F:1][C:2]([F:13])([F:12])[CH2:3][CH:4]1[NH:9][C:8](=O)[CH2:7][NH:6][C:5]1=O.[H-].[H-].[H-].[H-].[Li+].[Al+3].[OH-].[Na+]. (6) Given the product [ClH:27].[CH3:1][O:2][C:3]1[CH:4]=[C:5]2[C:10](=[CH:11][C:12]=1[O:13][CH3:14])[N:9]=[CH:8][CH:7]=[C:6]2[O:15][C:16]1[CH:21]=[CH:20][C:19]([O:22][CH3:23])=[CH:18][C:17]=1[C:24](=[O:26])[CH3:25], predict the reactants needed to synthesize it. The reactants are: [CH3:1][O:2][C:3]1[CH:4]=[C:5]2[C:10](=[CH:11][C:12]=1[O:13][CH3:14])[N:9]=[CH:8][CH:7]=[C:6]2[O:15][C:16]1[CH:21]=[CH:20][C:19]([O:22][CH3:23])=[CH:18][C:17]=1[C:24](=[O:26])[CH3:25].[ClH:27].CO. (7) The reactants are: [N:1]1([C:7]([O:9][C:10]([CH3:13])([CH3:12])[CH3:11])=[O:8])[CH2:6][CH2:5][NH:4][CH2:3][CH2:2]1.Cl[C:15]1[N:20]=[CH:19][C:18]([F:21])=[CH:17][N:16]=1.CCN(C(C)C)C(C)C. Given the product [F:21][C:18]1[CH:17]=[N:16][C:15]([N:4]2[CH2:5][CH2:6][N:1]([C:7]([O:9][C:10]([CH3:13])([CH3:12])[CH3:11])=[O:8])[CH2:2][CH2:3]2)=[N:20][CH:19]=1, predict the reactants needed to synthesize it. (8) Given the product [Cl:21][C:22]1[CH:29]=[CH:28][C:25]([CH2:26][NH:27][C:11]2[C:12]3[C:13](=[CH:15][CH:16]=[CH:17][CH:18]=3)[N:14]=[C:8]([C:6]3[CH:5]=[CH:4][CH:3]=[C:2]([Cl:1])[N:7]=3)[N:20]=2)=[CH:24][CH:23]=1, predict the reactants needed to synthesize it. The reactants are: [Cl:1][C:2]1[N:7]=[C:6]([C:8](O)=O)[CH:5]=[CH:4][CH:3]=1.[C:11]([NH2:20])(=O)[C:12]1[C:13](=[CH:15][CH:16]=[CH:17][CH:18]=1)[NH2:14].[Cl:21][C:22]1[CH:29]=[CH:28][C:25]([CH2:26][NH2:27])=[CH:24][CH:23]=1.